From a dataset of Reaction yield outcomes from USPTO patents with 853,638 reactions. Predict the reaction yield, written as a fraction of the theoretical maximum amount of product (1.0 means a 100% yield; for example, 0.34 means a 34% yield). (1) The product is [Cl:1][C:2]1[CH:11]=[C:10]2[C:5]([C@H:6]([NH2:15])[CH2:7][C@:8]([CH2:13][F:14])([CH3:12])[O:9]2)=[CH:4][CH:3]=1. The reactants are [Cl:1][C:2]1[CH:11]=[C:10]2[C:5]([C@H:6]([NH2:15])[CH2:7][C:8]([CH2:13][F:14])([CH3:12])[O:9]2)=[CH:4][CH:3]=1.C[Si]([N-][Si](C)(C)C)(C)C.[Li+]. The catalyst is C1COCC1.CCOC(C)=O. The yield is 0.320. (2) The reactants are [C:1]([NH:24][CH:25]([CH2:29][CH:30]([CH3:32])[CH3:31])[C:26]([OH:28])=[O:27])(=[O:23])[CH2:2][CH2:3][CH:4]=[CH:5][CH2:6][CH:7]=[CH:8][CH2:9][CH:10]=[CH:11][CH2:12][CH:13]=[CH:14][CH2:15][CH:16]=[CH:17][CH2:18][CH:19]=[CH:20][CH2:21][CH3:22].O[C:34]1[CH:44]=[CH:43][CH:42]=[CH:41][C:35]=1[C:36]([O:38][CH2:39][CH3:40])=[O:37].C1CCC(N=C=NC2CCCCC2)CC1. The catalyst is CC#N.C1COCC1.CN(C1C=CN=CC=1)C. The product is [C:1]([NH:24][CH:25]([CH2:29][CH:30]([CH3:31])[CH3:32])[C:26]([O:28][C:41]1[CH:42]=[CH:43][CH:44]=[CH:34][C:35]=1[C:36]([O:38][CH2:39][CH3:40])=[O:37])=[O:27])(=[O:23])[CH2:2][CH2:3][CH:4]=[CH:5][CH2:6][CH:7]=[CH:8][CH2:9][CH:10]=[CH:11][CH2:12][CH:13]=[CH:14][CH2:15][CH:16]=[CH:17][CH2:18][CH:19]=[CH:20][CH2:21][CH3:22]. The yield is 0.670. (3) The yield is 0.988. The catalyst is C1COCC1. The product is [Si:1]([O:8][CH2:9][C@@H:10]1[N:14]([CH3:18])[C:13](=[O:15])[CH2:12][CH2:11]1)([C:4]([CH3:7])([CH3:6])[CH3:5])([CH3:3])[CH3:2]. The reactants are [Si:1]([O:8][CH2:9][C@@H:10]1[NH:14][C:13](=[O:15])[CH2:12][CH2:11]1)([C:4]([CH3:7])([CH3:6])[CH3:5])([CH3:3])[CH3:2].[H-].[Na+].[CH3:18]I.[NH4+].[Cl-]. (4) The reactants are C(=O)([O-])[O-].[K+].[K+].[I-].[Na+].[N+:9]([C:12]1[CH:17]=[CH:16][C:15]([C:18]2[CH2:19][CH2:20][NH:21][CH2:22][CH:23]=2)=[CH:14][CH:13]=1)([O-:11])=[O:10].Cl[CH2:25][CH2:26][C@@H:27]([O:34][C:35]1[CH:40]=[CH:39][C:38]([O:41][CH3:42])=[C:37]([O:43][CH3:44])[CH:36]=1)[C:28]1[CH:33]=[CH:32][CH:31]=[CH:30][CH:29]=1. The catalyst is CN(C=O)C.O. The product is [CH3:44][O:43][C:37]1[CH:36]=[C:35]([CH:40]=[CH:39][C:38]=1[O:41][CH3:42])[O:34][C@@H:27]([C:28]1[CH:33]=[CH:32][CH:31]=[CH:30][CH:29]=1)[CH2:26][CH2:25][N:21]1[CH2:20][CH:19]=[C:18]([C:15]2[CH:16]=[CH:17][C:12]([N+:9]([O-:11])=[O:10])=[CH:13][CH:14]=2)[CH2:23][CH2:22]1. The yield is 0.766. (5) The reactants are [Cl:1][C:2]1[C:3]2[C:10]([CH2:11][CH2:12][OH:13])=[CH:9][N:8]([C@@H:14]3[O:29][C@H:28]([CH2:30][O:31][CH2:32][C:33]4[CH:38]=[CH:37][C:36]([Cl:39])=[CH:35][C:34]=4[Cl:40])[C@@H:17]([O:18][CH2:19][C:20]4[CH:25]=[CH:24][C:23]([Cl:26])=[CH:22][C:21]=4[Cl:27])[C@@:15]3([CH3:41])[OH:16])[C:4]=2[N:5]=[CH:6][N:7]=1.C1(P(C2C=CC=CC=2)C2C=CC=CC=2)C=CC=CC=1.O[N:62]1[C:66](=[O:67])[C:65]2=[CH:68][CH:69]=[CH:70][CH:71]=[C:64]2[C:63]1=[O:72].CCOC(/N=N/C(OCC)=O)=O. The catalyst is C1COCC1.O.C(Cl)Cl. The product is [Cl:1][C:2]1[C:3]2[C:10]([CH2:11][CH2:12][O:13][N:62]3[C:63](=[O:72])[C:64]4=[CH:71][CH:70]=[CH:69][CH:68]=[C:65]4[C:66]3=[O:67])=[CH:9][N:8]([C@@H:14]3[O:29][C@H:28]([CH2:30][O:31][CH2:32][C:33]4[CH:38]=[CH:37][C:36]([Cl:39])=[CH:35][C:34]=4[Cl:40])[C@@H:17]([O:18][CH2:19][C:20]4[CH:25]=[CH:24][C:23]([Cl:26])=[CH:22][C:21]=4[Cl:27])[C@@:15]3([CH3:41])[OH:16])[C:4]=2[N:5]=[CH:6][N:7]=1. The yield is 0.850. (6) The reactants are [NH2:1][C:2]1[CH:7]=[CH:6][C:5]([S:8]([NH:11][C:12]2[S:13][CH:14]=[N:15][N:16]=2)(=[O:10])=[O:9])=[CH:4][CH:3]=1.[C:17](Cl)(=[O:27])[CH2:18][CH2:19][CH2:20][CH2:21][CH2:22][CH2:23][CH2:24][CH2:25][CH3:26].Cl. The catalyst is N1C=CC=CC=1. The product is [S:13]1[CH:14]=[N:15][N:16]=[C:12]1[NH:11][S:8]([C:5]1[CH:6]=[CH:7][C:2]([NH:1][C:17](=[O:27])[CH2:18][CH2:19][CH2:20][CH2:21][CH2:22][CH2:23][CH2:24][CH2:25][CH3:26])=[CH:3][CH:4]=1)(=[O:10])=[O:9]. The yield is 0.950. (7) The reactants are [C:1]([O:5][C:6]([NH:8][C@H:9]([CH3:14])[CH2:10][C:11]([OH:13])=O)=[O:7])([CH3:4])([CH3:3])[CH3:2].C(Cl)CCl.C1C=CC2N(O)N=NC=2C=1.Cl.[CH3:30][NH:31][O:32][CH3:33]. The catalyst is CN(C=O)C.C(Cl)Cl. The product is [CH3:33][O:32][N:31]([CH3:30])[C:11](=[O:13])[CH2:10][C@H:9]([NH:8][C:6](=[O:7])[O:5][C:1]([CH3:2])([CH3:3])[CH3:4])[CH3:14]. The yield is 0.476. (8) The reactants are [NH2:1][CH2:2][C@@H:3]([NH:12][C:13]1[CH:18]=[CH:17][C:16]([C:19]#[N:20])=[C:15]([Cl:21])[CH:14]=1)[CH2:4][C:5]([O:7][C:8]([CH3:11])([CH3:10])[CH3:9])=[O:6].[CH3:22][C:23](C)(O)[C:24]#N. The catalyst is CCO. The product is [Cl:21][C:15]1[CH:14]=[C:13]([NH:12][C@H:3]([CH2:2][NH:1][CH:23]([CH3:24])[CH3:22])[CH2:4][C:5]([O:7][C:8]([CH3:10])([CH3:9])[CH3:11])=[O:6])[CH:18]=[CH:17][C:16]=1[C:19]#[N:20]. The yield is 0.940.